This data is from Reaction yield outcomes from USPTO patents with 853,638 reactions. The task is: Predict the reaction yield, written as a fraction of the theoretical maximum amount of product (1.0 means a 100% yield; for example, 0.34 means a 34% yield). The product is [CH3:1][O:2][CH:3]([O:18][CH3:19])[C:4]1[C:22]([C:23]2[CH:28]=[CH:27][CH:26]=[CH:25][CH:24]=2)=[N:21][O:20][C:5]=1[C:6]([O:8][CH3:9])=[O:7]. The catalyst is C(Cl)Cl. The yield is 0.451. The reactants are [CH3:1][O:2][CH:3]([O:18][CH3:19])/[CH:4]=[C:5](/S(C1C=CC=CC=1)=O)\[C:6]([O:8][CH3:9])=[O:7].[OH:20]/[N:21]=[C:22](\Cl)/[C:23]1[CH:28]=[CH:27][CH:26]=[CH:25][CH:24]=1.CCN(CC)CC.CCCCCC.